From a dataset of Reaction yield outcomes from USPTO patents with 853,638 reactions. Predict the reaction yield, written as a fraction of the theoretical maximum amount of product (1.0 means a 100% yield; for example, 0.34 means a 34% yield). The reactants are O.[OH-].[Li+].[CH3:4][C:5]([CH3:36])([CH3:35])[CH2:6][NH:7][C:8]([C:10]1[CH:11]=[C:12]([C:31]([O:33]C)=[O:32])[C:13]([C:16]2[C:21]([CH3:22])=[C:20]([F:23])[CH:19]=[C:18]([C:24]([O:26][C:27]([CH3:30])([CH3:29])[CH3:28])=[O:25])[CH:17]=2)=[CH:14][CH:15]=1)=[O:9].O. The catalyst is O1CCCC1. The yield is 0.750. The product is [CH3:30][C:27]([O:26][C:24]([C:18]1[CH:19]=[C:20]([F:23])[C:21]([CH3:22])=[C:16]([C:13]2[C:12]([C:31]([OH:33])=[O:32])=[CH:11][C:10]([C:8]([NH:7][CH2:6][C:5]([CH3:4])([CH3:35])[CH3:36])=[O:9])=[CH:15][CH:14]=2)[CH:17]=1)=[O:25])([CH3:28])[CH3:29].